Task: Predict the product of the given reaction.. Dataset: Forward reaction prediction with 1.9M reactions from USPTO patents (1976-2016) (1) Given the reactants O[CH2:2][C:3]1[CH:16]=[N:15][C:6]2[C:7]3[N:8]([CH:12]=[CH:13][CH:14]=3)[C:9](=[O:11])[NH:10][C:5]=2[CH:4]=1.[CH:17]1([NH:20][C:21](=[O:34])[C:22]2[CH:27]=[CH:26][C:25]([N:28]3[CH2:33][CH2:32][NH:31][CH2:30][CH2:29]3)=[CH:24][CH:23]=2)[CH2:19][CH2:18]1.[I-].C(C[P+](C)(C)C)#N.C(N(C(C)C)C(C)C)C, predict the reaction product. The product is: [CH:17]1([NH:20][C:21](=[O:34])[C:22]2[CH:23]=[CH:24][C:25]([N:28]3[CH2:29][CH2:30][N:31]([CH2:2][C:3]4[CH:16]=[N:15][C:6]5[C:7]6[N:8]([CH:12]=[CH:13][CH:14]=6)[C:9](=[O:11])[NH:10][C:5]=5[CH:4]=4)[CH2:32][CH2:33]3)=[CH:26][CH:27]=2)[CH2:19][CH2:18]1. (2) Given the reactants O[CH2:2][C:3]#[C:4][C:5]([C:7]1[CH:12]=[CH:11][CH:10]=[CH:9][CH:8]=1)=[O:6].[BrH:13].O, predict the reaction product. The product is: [Br:13][C:3]1[CH:4]=[C:5]([C:7]2[CH:12]=[CH:11][CH:10]=[CH:9][CH:8]=2)[O:6][CH:2]=1. (3) Given the reactants [C:1]([O:5][C:6]([N:8]1[CH2:13][CH2:12][CH2:11][CH:10]([OH:14])[CH2:9]1)=[O:7])([CH3:4])([CH3:3])[CH3:2].[CH3:15][S:16](Cl)(=[O:18])=[O:17].O, predict the reaction product. The product is: [C:1]([O:5][C:6]([N:8]1[CH2:13][CH2:12][CH2:11][CH:10]([O:14][S:16]([CH3:15])(=[O:18])=[O:17])[CH2:9]1)=[O:7])([CH3:4])([CH3:2])[CH3:3]. (4) Given the reactants [CH3:1][C:2]([O:5][C:6]([N:8]1[C@H:12]([C:13]([OH:15])=[O:14])[CH2:11][CH:10]([OH:16])[CH2:9]1)=[O:7])([CH3:4])[CH3:3].CC([O-])(C)C.[K+].Cl[C:24]1[C:33]2[C:28](=[CH:29][CH:30]=[CH:31][CH:32]=2)[CH:27]=[CH:26][N:25]=1.CO.C(Cl)Cl, predict the reaction product. The product is: [C:2]([O:5][C:6]([N:8]1[CH2:9][CH:10]([O:16][C:24]2[C:33]3[C:28](=[CH:29][CH:30]=[CH:31][CH:32]=3)[CH:27]=[CH:26][N:25]=2)[CH2:11][CH:12]1[C:13]([OH:15])=[O:14])=[O:7])([CH3:1])([CH3:3])[CH3:4]. (5) Given the reactants [CH3:1][N:2]1[C:6]([C:7]2[CH:12]=[CH:11][C:10]([OH:13])=[CH:9][CH:8]=2)=[CH:5][CH:4]=[N:3]1.Cl[C:15]1[C:20]2[CH:21]=[CH:22][S:23][C:19]=2[CH:18]=[CH:17][N:16]=1.C(=O)([O-])[O-].[Cs+].[Cs+].O, predict the reaction product. The product is: [CH3:1][N:2]1[C:6]([C:7]2[CH:12]=[CH:11][C:10]([O:13][C:15]3[C:20]4[CH:21]=[CH:22][S:23][C:19]=4[CH:18]=[CH:17][N:16]=3)=[CH:9][CH:8]=2)=[CH:5][CH:4]=[N:3]1. (6) Given the reactants N1C=[CH:5][C:4]([N:7]2[CH2:12][CH2:11][CH:10]([C:13]([OH:15])=O)[CH2:9][CH2:8]2)=[CH:3]C=1.S(Cl)(Cl)=O.[NH2:20][C:21]1[CH:36]=[C:35]([C:37]([O:39][CH3:40])=[O:38])[CH:34]=[CH:33][C:22]=1[C:23]([NH:25][C:26]1[CH:31]=[CH:30][C:29]([Cl:32])=[CH:28][N:27]=1)=[O:24], predict the reaction product. The product is: [Cl:32][C:29]1[CH:30]=[CH:31][C:26]([NH:25][C:23](=[O:24])[C:22]2[CH:33]=[CH:34][C:35]([C:37]([O:39][CH3:40])=[O:38])=[CH:36][C:21]=2[NH:20][C:13]([CH:10]2[CH2:9][CH2:8][N:7]([CH:4]([CH3:3])[CH3:5])[CH2:12][CH2:11]2)=[O:15])=[N:27][CH:28]=1.